This data is from Forward reaction prediction with 1.9M reactions from USPTO patents (1976-2016). The task is: Predict the product of the given reaction. (1) Given the reactants [CH2:1]([S:3][C:4]1[N:12]=[C:11]2[C:7]([N:8]=[CH:9][N:10]2[C@@H:13]2[O:25][C@H:24]([CH2:26][O:27]C(=O)C)[C@@H:19]([O:20]C(=O)C)[C@H:14]2[O:15]C(=O)C)=[C:6](Cl)[N:5]=1)[CH3:2].[O:32]([C:34]1[CH:39]=[CH:38][C:37]([CH2:40][CH2:41][NH2:42])=[CH:36][CH:35]=1)[CH3:33], predict the reaction product. The product is: [CH2:1]([S:3][C:4]1[N:12]=[C:11]2[C:7]([N:8]=[CH:9][N:10]2[C@@H:13]2[O:25][C@H:24]([CH2:26][OH:27])[C@@H:19]([OH:20])[C@H:14]2[OH:15])=[C:6]([NH:42][CH2:41][CH2:40][C:37]2[CH:38]=[CH:39][C:34]([O:32][CH3:33])=[CH:35][CH:36]=2)[N:5]=1)[CH3:2]. (2) Given the reactants [Cl:1][C:2]1[CH:7]=[CH:6][C:5]([CH2:8][NH:9][C:10]([NH:12][C:13]([S:15][CH3:16])=[NH:14])=[O:11])=[CH:4][CH:3]=1.C(N(CC)CC)C.[C:24]([O:27][CH2:28][C:29](Cl)=[O:30])(=[O:26])[CH3:25], predict the reaction product. The product is: [C:24]([O:27][CH2:28][C:29]([N:14]=[C:13]([NH:12][C:10]([NH:9][CH2:8][C:5]1[CH:4]=[CH:3][C:2]([Cl:1])=[CH:7][CH:6]=1)=[O:11])[S:15][CH3:16])=[O:30])(=[O:26])[CH3:25]. (3) Given the reactants [OH:1][C:2]1[CH:3]=[CH:4][C:5]([NH:12][S:13]([C:16]2[CH:21]=[CH:20][C:19]([CH3:22])=[CH:18][CH:17]=2)(=[O:15])=[O:14])=[C:6]([CH:11]=1)[C:7]([O:9][CH3:10])=[O:8].F[C:24]1[CH:25]=[CH:26][C:27]([N+:34]([O-:36])=[O:35])=[C:28]([C:30]([F:33])([F:32])[F:31])[CH:29]=1.C(=O)([O-])[O-].[K+].[K+], predict the reaction product. The product is: [CH3:10][O:9][C:7](=[O:8])[C:6]1[CH:11]=[C:2]([O:1][C:24]2[CH:25]=[CH:26][C:27]([N+:34]([O-:36])=[O:35])=[C:28]([C:30]([F:31])([F:33])[F:32])[CH:29]=2)[CH:3]=[CH:4][C:5]=1[NH:12][S:13]([C:16]1[CH:21]=[CH:20][C:19]([CH3:22])=[CH:18][CH:17]=1)(=[O:15])=[O:14].